This data is from Full USPTO retrosynthesis dataset with 1.9M reactions from patents (1976-2016). The task is: Predict the reactants needed to synthesize the given product. (1) Given the product [F:30][C:10]1([CH2:9][NH:5][CH2:43][C:40]2[CH:41]=[CH:42][C:36]3[S:35][CH2:34][C:33](=[O:32])[NH:38][C:37]=3[N:39]=2)[CH2:14][CH2:13][N:12]([CH2:15][CH2:16][C:17]2[C:26]3[C:21](=[CH:22][CH:23]=[C:24]([O:27][CH3:28])[N:25]=3)[N:20]=[CH:19][C:18]=2[F:29])[CH2:11]1, predict the reactants needed to synthesize it. The reactants are: CC([N:5]([CH2:9][C:10]1([F:30])[CH2:14][CH2:13][N:12]([CH2:15][CH2:16][C:17]2[C:26]3[C:21](=[CH:22][CH:23]=[C:24]([O:27][CH3:28])[N:25]=3)[N:20]=[CH:19][C:18]=2[F:29])[CH2:11]1)C(=O)[O-])(C)C.Cl.[O:32]=[C:33]1[NH:38][C:37]2[N:39]=[C:40]([CH:43]=O)[CH:41]=[CH:42][C:36]=2[S:35][CH2:34]1.CCN(CC)CC.[BH4-].[Na+]. (2) Given the product [O:1]1[C:5]2[CH:6]=[CH:7][C:8]([C:10]3[S:11][CH:12]=[C:13]([C:15]([NH:24][C:21]4[CH:20]=[C:19]([CH3:18])[NH:23][N:22]=4)=[O:17])[N:14]=3)=[CH:9][C:4]=2[CH2:3][CH2:2]1, predict the reactants needed to synthesize it. The reactants are: [O:1]1[C:5]2[CH:6]=[CH:7][C:8]([C:10]3[S:11][CH:12]=[C:13]([C:15]([OH:17])=O)[N:14]=3)=[CH:9][C:4]=2[CH2:3][CH2:2]1.[CH3:18][C:19]1[NH:23][N:22]=[C:21]([NH2:24])[CH:20]=1.CN(C(ON1N=NC2C=CC=CC1=2)=[N+](C)C)C.F[P-](F)(F)(F)(F)F. (3) Given the product [Cl:1][C:2]1[CH:3]=[C:4]([N:5]=[C:15]=[S:16])[CH:6]=[CH:7][C:8]=1[C:9]1[N:13]([CH3:14])[N:12]=[CH:11][N:10]=1, predict the reactants needed to synthesize it. The reactants are: [Cl:1][C:2]1[CH:3]=[C:4]([CH:6]=[CH:7][C:8]=1[C:9]1[N:13]([CH3:14])[N:12]=[CH:11][N:10]=1)[NH2:5].[C:15](N1C=CN=C1)(N1C=CN=C1)=[S:16].